This data is from NCI-60 drug combinations with 297,098 pairs across 59 cell lines. The task is: Regression. Given two drug SMILES strings and cell line genomic features, predict the synergy score measuring deviation from expected non-interaction effect. Drug 1: COC1=CC(=CC(=C1O)OC)C2C3C(COC3=O)C(C4=CC5=C(C=C24)OCO5)OC6C(C(C7C(O6)COC(O7)C8=CC=CS8)O)O. Drug 2: C#CCC(CC1=CN=C2C(=N1)C(=NC(=N2)N)N)C3=CC=C(C=C3)C(=O)NC(CCC(=O)O)C(=O)O. Cell line: CCRF-CEM. Synergy scores: CSS=49.8, Synergy_ZIP=1.68, Synergy_Bliss=0.0511, Synergy_Loewe=0.399, Synergy_HSA=0.492.